Regression. Given two drug SMILES strings and cell line genomic features, predict the synergy score measuring deviation from expected non-interaction effect. From a dataset of NCI-60 drug combinations with 297,098 pairs across 59 cell lines. Drug 1: CC1OCC2C(O1)C(C(C(O2)OC3C4COC(=O)C4C(C5=CC6=C(C=C35)OCO6)C7=CC(=C(C(=C7)OC)O)OC)O)O. Drug 2: C1CCC(C(C1)N)N.C(=O)(C(=O)[O-])[O-].[Pt+4]. Cell line: SF-295. Synergy scores: CSS=51.9, Synergy_ZIP=-3.78, Synergy_Bliss=-3.04, Synergy_Loewe=-0.702, Synergy_HSA=1.27.